Predict the reactants needed to synthesize the given product. From a dataset of Full USPTO retrosynthesis dataset with 1.9M reactions from patents (1976-2016). (1) Given the product [CH2:18]([O:15][C:9]1[CH:10]=[CH:11][C:12]([CH3:14])=[CH:13][C:8]=1[O:7][CH3:6])[C:19]1[CH:24]=[CH:23][CH:22]=[CH:21][CH:20]=1, predict the reactants needed to synthesize it. The reactants are: CN(C)C=O.[CH3:6][O:7][C:8]1[CH:13]=[C:12]([CH3:14])[CH:11]=[CH:10][C:9]=1[OH:15].[H-].[Na+].[CH2:18](Br)[C:19]1[CH:24]=[CH:23][CH:22]=[CH:21][CH:20]=1. (2) The reactants are: [C-:1]#[N:2].[Na+].CS(O[CH2:9][C@@H:10]([NH:12][C:13]([O:15][C:16]([CH3:19])([CH3:18])[CH3:17])=[O:14])[CH3:11])(=O)=O.O. Given the product [C:1]([CH2:9][C@@H:10]([NH:12][C:13](=[O:14])[O:15][C:16]([CH3:19])([CH3:18])[CH3:17])[CH3:11])#[N:2], predict the reactants needed to synthesize it. (3) Given the product [CH2:37]([C@@H:44]1[CH2:48][O:47][C:46](=[O:49])[N:45]1[C:18](=[O:20])[C@H:17]([CH3:21])[CH2:16][C:12]1[CH:11]=[C:10]([F:22])[C:9]([OH:8])=[C:14]([F:15])[CH:13]=1)[C:38]1[CH:39]=[CH:40][CH:41]=[CH:42][CH:43]=1, predict the reactants needed to synthesize it. The reactants are: C([O:8][C:9]1[C:14]([F:15])=[CH:13][C:12]([CH2:16][CH:17]([CH3:21])[C:18]([OH:20])=O)=[CH:11][C:10]=1[F:22])C1C=CC=CC=1.C(N(CC)CC)C.C(Cl)(=O)C(C)(C)C.[CH2:37]([C@@H:44]1[CH2:48][O:47][C:46](=[O:49])[NH:45]1)[C:38]1[CH:43]=[CH:42][CH:41]=[CH:40][CH:39]=1.[Li]CCCC. (4) Given the product [CH2:1]([O:4][N:5]1[C:11](=[O:12])[N:10]2[CH2:13][C@H:6]1[C:7]([CH3:18])=[CH:8][C@@H:9]2[C:14]([OH:16])=[O:15])[CH:2]=[CH2:3], predict the reactants needed to synthesize it. The reactants are: [CH2:1]([O:4][N:5]1[C:11](=[O:12])[N:10]2[CH2:13][C@H:6]1[C:7]([CH3:18])=[CH:8][C@H:9]2[C:14]([O:16]C)=[O:15])[CH:2]=[CH2:3].[OH-].[Li+].Cl. (5) Given the product [CH2:24]1[CH2:25][O:26][C:21]2[C:22](=[C:18]([CH:17]=[CH:16][C:14]3[CH:13]=[CH:12][N:11]=[C:10]([Sn:2]([CH3:8])([CH3:7])[CH3:1])[CH:15]=3)[S:19][CH:20]=2)[O:23]1, predict the reactants needed to synthesize it. The reactants are: [CH3:1][Sn:2]([CH3:8])([CH3:7])[Sn:2]([CH3:8])([CH3:7])[CH3:1].Br[C:10]1[CH:15]=[C:14]([CH:16]=[CH:17][C:18]2[S:19][CH:20]=[C:21]3[O:26][CH2:25][CH2:24][O:23][C:22]=23)[CH:13]=[CH:12][N:11]=1.C1(C)C=CC=CC=1.O.